Dataset: NCI-60 drug combinations with 297,098 pairs across 59 cell lines. Task: Regression. Given two drug SMILES strings and cell line genomic features, predict the synergy score measuring deviation from expected non-interaction effect. (1) Synergy scores: CSS=5.42, Synergy_ZIP=-2.09, Synergy_Bliss=0.506, Synergy_Loewe=-1.90, Synergy_HSA=-0.230. Cell line: MOLT-4. Drug 2: C1=NC(=NC(=O)N1C2C(C(C(O2)CO)O)O)N. Drug 1: CC12CCC(CC1=CCC3C2CCC4(C3CC=C4C5=CN=CC=C5)C)O. (2) Drug 1: CC1CCC2CC(C(=CC=CC=CC(CC(C(=O)C(C(C(=CC(C(=O)CC(OC(=O)C3CCCCN3C(=O)C(=O)C1(O2)O)C(C)CC4CCC(C(C4)OC)OCCO)C)C)O)OC)C)C)C)OC. Drug 2: CC1=C(N=C(N=C1N)C(CC(=O)N)NCC(C(=O)N)N)C(=O)NC(C(C2=CN=CN2)OC3C(C(C(C(O3)CO)O)O)OC4C(C(C(C(O4)CO)O)OC(=O)N)O)C(=O)NC(C)C(C(C)C(=O)NC(C(C)O)C(=O)NCCC5=NC(=CS5)C6=NC(=CS6)C(=O)NCCC[S+](C)C)O. Cell line: RPMI-8226. Synergy scores: CSS=-2.22, Synergy_ZIP=-10.1, Synergy_Bliss=-9.31, Synergy_Loewe=-10.8, Synergy_HSA=-8.75. (3) Drug 1: C1=CC(=CC=C1CCCC(=O)O)N(CCCl)CCCl. Drug 2: COC1=NC(=NC2=C1N=CN2C3C(C(C(O3)CO)O)O)N. Cell line: SNB-19. Synergy scores: CSS=2.31, Synergy_ZIP=1.77, Synergy_Bliss=7.76, Synergy_Loewe=-8.41, Synergy_HSA=1.55.